From a dataset of Full USPTO retrosynthesis dataset with 1.9M reactions from patents (1976-2016). Predict the reactants needed to synthesize the given product. Given the product [CH2:34]([N:33]([CH2:32][C:12]([OH:31])([CH2:13][NH:14][C:15]1[CH:23]=[C:22]([CH3:24])[CH:21]=[C:20]2[C:16]=1[CH:17]=[N:18][N:19]2[C:25]1[CH:30]=[CH:29][CH:28]=[CH:27][CH:26]=1)[C:11]([F:38])([F:37])[F:10])[C:1](=[O:9])[C:2]1[CH:3]=[CH:4][CH:5]=[CH:6][CH:7]=1)[CH2:35][CH3:36], predict the reactants needed to synthesize it. The reactants are: [C:1]([OH:9])(=O)[C:2]1[CH:7]=[CH:6][CH:5]=[CH:4][CH:3]=1.[F:10][C:11]([F:38])([F:37])[C:12]([CH2:32][NH:33][CH2:34][CH2:35][CH3:36])([OH:31])[CH2:13][NH:14][C:15]1[CH:23]=[C:22]([CH3:24])[CH:21]=[C:20]2[C:16]=1[CH:17]=[N:18][N:19]2[C:25]1[CH:30]=[CH:29][CH:28]=[CH:27][CH:26]=1.